From a dataset of NCI-60 drug combinations with 297,098 pairs across 59 cell lines. Regression. Given two drug SMILES strings and cell line genomic features, predict the synergy score measuring deviation from expected non-interaction effect. (1) Drug 1: C1=CN(C(=O)N=C1N)C2C(C(C(O2)CO)O)O.Cl. Drug 2: COC1=NC(=NC2=C1N=CN2C3C(C(C(O3)CO)O)O)N. Cell line: PC-3. Synergy scores: CSS=12.6, Synergy_ZIP=-5.35, Synergy_Bliss=-4.33, Synergy_Loewe=-13.0, Synergy_HSA=-3.39. (2) Synergy scores: CSS=28.4, Synergy_ZIP=-2.70, Synergy_Bliss=-0.384, Synergy_Loewe=2.34, Synergy_HSA=3.90. Cell line: SNB-75. Drug 1: C1=CC(=CC=C1CCC2=CNC3=C2C(=O)NC(=N3)N)C(=O)NC(CCC(=O)O)C(=O)O. Drug 2: C1=C(C(=O)NC(=O)N1)N(CCCl)CCCl. (3) Drug 1: C1=C(C(=O)NC(=O)N1)F. Drug 2: CC1=C(C(=O)C2=C(C1=O)N3CC4C(C3(C2COC(=O)N)OC)N4)N. Cell line: LOX IMVI. Synergy scores: CSS=46.4, Synergy_ZIP=-7.75, Synergy_Bliss=-8.92, Synergy_Loewe=-3.42, Synergy_HSA=-1.32. (4) Drug 1: CN1C(=O)N2C=NC(=C2N=N1)C(=O)N. Drug 2: CC1=C(C=C(C=C1)NC(=O)C2=CC=C(C=C2)CN3CCN(CC3)C)NC4=NC=CC(=N4)C5=CN=CC=C5. Cell line: MDA-MB-435. Synergy scores: CSS=-0.420, Synergy_ZIP=1.75, Synergy_Bliss=1.47, Synergy_Loewe=-0.843, Synergy_HSA=-2.43.